From a dataset of Forward reaction prediction with 1.9M reactions from USPTO patents (1976-2016). Predict the product of the given reaction. (1) Given the reactants Br[C:2]1[CH:3]=[CH:4][C:5]([CH2:8][O:9][C:10]2[CH:15]=[N:14][N:13]([CH:16]3[CH2:21][CH2:20][CH2:19][CH2:18][O:17]3)[C:12](=[O:22])[CH:11]=2)=[N:6][CH:7]=1.OC1C=NN(C2CCCCO2)C(=O)C=1.Br.BrCC1C=CC=CN=1, predict the reaction product. The product is: [N:6]1[CH:7]=[CH:2][CH:3]=[CH:4][C:5]=1[CH2:8][O:9][C:10]1[CH:15]=[N:14][N:13]([CH:16]2[CH2:21][CH2:20][CH2:19][CH2:18][O:17]2)[C:12](=[O:22])[CH:11]=1. (2) Given the reactants [I:1][C:2]1[CH:7]=[CH:6][C:5]([C:8]2([C:11](O)=[O:12])[CH2:10][CH2:9]2)=[CH:4][CH:3]=1.CCN(CC)CC.ClC(OCC)=O.[BH4-].[Na+].[O-]S([O-])(=O)=O.[Na+].[Na+].CC([O-])=O.[Na+].C1C=C[NH+]=CC=1.[O-][Cr](Cl)(=O)=O, predict the reaction product. The product is: [I:1][C:2]1[CH:3]=[CH:4][C:5]([C:8]2([CH:11]=[O:12])[CH2:9][CH2:10]2)=[CH:6][CH:7]=1. (3) Given the reactants Cl[CH2:2][CH2:3][CH2:4][O:5][C:6]1[CH:15]=[C:14]2[C:9]([C:10]([O:16][C:17]3[CH:22]=[CH:21][C:20]([CH3:23])=[CH:19][C:18]=3[C:24]([C:26]3[CH:31]=[CH:30][CH:29]=[CH:28][CH:27]=3)=[O:25])=[CH:11][CH:12]=[N:13]2)=[CH:8][C:7]=1[O:32][CH3:33].[NH:34]1[CH:38]=[CH:37][N:36]=[CH:35]1.[C:39](=O)([O-])[O-:40].[K+].[K+].O, predict the reaction product. The product is: [N:34]1([C:39]([CH2:2][CH2:3][CH2:4][O:5][C:6]2[CH:15]=[C:14]3[C:9]([C:10]([O:16][C:17]4[CH:22]=[CH:21][C:20]([CH3:23])=[CH:19][C:18]=4[C:24]([C:26]4[CH:31]=[CH:30][CH:29]=[CH:28][CH:27]=4)=[O:25])=[CH:11][CH:12]=[N:13]3)=[CH:8][C:7]=2[O:32][CH3:33])=[O:40])[CH:38]=[CH:37][N:36]=[CH:35]1.